This data is from Full USPTO retrosynthesis dataset with 1.9M reactions from patents (1976-2016). The task is: Predict the reactants needed to synthesize the given product. (1) The reactants are: Br[C:2]1[S:3][CH:4]=[CH:5][C:6]=1[Br:7].[CH3:8][O:9][C:10]1[CH:11]=[C:12](B(O)O)[CH:13]=[CH:14][CH:15]=1.CCCCCC. Given the product [Br:7][C:6]1[CH:5]=[CH:4][S:3][C:2]=1[C:13]1[CH:12]=[CH:11][C:10]([O:9][CH3:8])=[CH:15][CH:14]=1, predict the reactants needed to synthesize it. (2) The reactants are: Br[C:2]1[CH:11]=[CH:10][C:5]([C:6]([O:8][CH3:9])=[O:7])=[CH:4][CH:3]=1.C1(P(C2C=CC=CC=2)C2C=CC=CC=2)C=CC=CC=1.[CH3:31][Si:32]([C:35]#[CH:36])([CH3:34])[CH3:33]. Given the product [CH3:31][Si:32]([C:35]#[C:36][C:2]1[CH:11]=[CH:10][C:5]([C:6]([O:8][CH3:9])=[O:7])=[CH:4][CH:3]=1)([CH3:34])[CH3:33], predict the reactants needed to synthesize it. (3) Given the product [CH2:25]([O:29][C:30]1[CH:31]=[CH:32][C:33]([S:36]([CH:38]([C:43]2[CH:48]=[CH:47][CH:46]=[C:45]([Cl:49])[CH:44]=2)[C:39]([NH:41][OH:42])=[O:40])(=[O:5])=[O:37])=[CH:34][CH:35]=1)[C:26]#[C:27][CH3:28], predict the reactants needed to synthesize it. The reactants are: C([O:5]C1C=CC(SC(C2C=CC=C(Cl)C=2)C(NO)=O)=CC=1)C#CC.[CH2:25]([O:29][C:30]1[CH:35]=[CH:34][C:33]([S:36]([CH:38]([C:43]2[CH:48]=[CH:47][CH:46]=[C:45]([Cl:49])[CH:44]=2)[C:39]([NH:41][OH:42])=[O:40])=[O:37])=[CH:32][CH:31]=1)[C:26]#[C:27][CH3:28]. (4) Given the product [S:21]1[CH2:22][CH2:23][N:18]([C:2]2[C:3]([C:14]([F:17])([F:16])[F:15])=[CH:4][C:5]([N+:11]([O-:13])=[O:12])=[CH:6][C:7]=2[N+:8]([O-:10])=[O:9])[CH2:19][CH2:20]1, predict the reactants needed to synthesize it. The reactants are: Cl[C:2]1[C:7]([N+:8]([O-:10])=[O:9])=[CH:6][C:5]([N+:11]([O-:13])=[O:12])=[CH:4][C:3]=1[C:14]([F:17])([F:16])[F:15].[NH:18]1[CH2:23][CH2:22][S:21][CH2:20][CH2:19]1. (5) Given the product [CH2:1]([O:8][C:9]1[CH:14]=[CH:13][C:12]([C:15]#[N:16])=[CH:11][C:10]=1[CH:17]([CH2:21][C:22]1[CH:27]=[CH:26][CH:25]=[CH:24][CH:23]=1)[C:18]([Cl:30])=[O:19])[C:2]1[CH:7]=[CH:6][CH:5]=[CH:4][CH:3]=1, predict the reactants needed to synthesize it. The reactants are: [CH2:1]([O:8][C:9]1[CH:14]=[CH:13][C:12]([C:15]#[N:16])=[CH:11][C:10]=1[CH:17]([CH2:21][C:22]1[CH:27]=[CH:26][CH:25]=[CH:24][CH:23]=1)[C:18](O)=[O:19])[C:2]1[CH:7]=[CH:6][CH:5]=[CH:4][CH:3]=1.S(Cl)([Cl:30])=O.CN(C)C=O. (6) Given the product [C:1]1([C:41]2[CH:46]=[CH:45][CH:44]=[CH:43][CH:42]=2)[CH:6]=[CH:5][C:4]([C:7]2[N:12]=[CH:11][C:10]3[NH:13][C:14]([O:16][C@H:17]4[C@H:18]5[O:24][CH2:23][C@@H:22]([OH:25])[C@H:19]5[O:20][CH2:21]4)=[N:15][C:9]=3[CH:8]=2)=[CH:3][CH:2]=1, predict the reactants needed to synthesize it. The reactants are: [C:1]1([C:41]2[CH:46]=[CH:45][CH:44]=[CH:43][CH:42]=2)[CH:6]=[CH:5][C:4]([C:7]2[N:12]=[CH:11][C:10]3[N:13](COCC[Si](C)(C)C)[C:14]([O:16][C@@H:17]4[CH2:21][O:20][C@@H:19]5[C@H:22]([O:25][Si](C(C)(C)C)(C)C)[CH2:23][O:24][C@H:18]45)=[N:15][C:9]=3[CH:8]=2)=[CH:3][CH:2]=1.C(O)(C(F)(F)F)=O.[OH-].[Na+].